From a dataset of Forward reaction prediction with 1.9M reactions from USPTO patents (1976-2016). Predict the product of the given reaction. (1) Given the reactants [CH2:1]([OH:12])[C@H:2]([OH:11])[C@@H:3]([OH:10])[C@H:4]([OH:9])[C:5]([CH:7]=[O:8])=[O:6].[Cl-].[Cl-].[Ca+2], predict the reaction product. The product is: [OH:9][C:4]1[C@@H:3]([C@@H:2]([OH:11])[CH2:1][OH:12])[O:10][C:7](=[O:8])[C:5]=1[OH:6]. (2) Given the reactants Cl[C:2]1[C:21]([I:22])=[CH:20][C:5]([C:6]([NH:8][C:9]2[CH:14]=[CH:13][C:12]([O:15][C:16]([Cl:19])([F:18])[F:17])=[CH:11][CH:10]=2)=[O:7])=[CH:4][N:3]=1.[NH:23]1[CH2:27][C@@H:26]([OH:28])[C@H:25]([OH:29])[CH2:24]1.CCN(C(C)C)C(C)C, predict the reaction product. The product is: [Cl:19][C:16]([F:18])([F:17])[O:15][C:12]1[CH:13]=[CH:14][C:9]([NH:8][C:6](=[O:7])[C:5]2[CH:20]=[C:21]([I:22])[C:2]([N:23]3[CH2:27][C@@H:26]([OH:28])[C@H:25]([OH:29])[CH2:24]3)=[N:3][CH:4]=2)=[CH:10][CH:11]=1. (3) Given the reactants [C:1]([NH:5][S:6]([CH2:9][C:10]([C:12]1[CH:17]=[CH:16][C:15]([F:18])=[CH:14][CH:13]=1)=O)(=[O:8])=[O:7])([CH3:4])([CH3:3])[CH3:2].C([O-])(=O)C.[NH4+].C([BH3-])#[N:25].[Na+], predict the reaction product. The product is: [C:1]([NH:5][S:6]([CH2:9][CH:10]([NH2:25])[C:12]1[CH:17]=[CH:16][C:15]([F:18])=[CH:14][CH:13]=1)(=[O:8])=[O:7])([CH3:4])([CH3:3])[CH3:2]. (4) Given the reactants [C:1]([O:5][C:6]([NH:8][C:9]1[N:14]([CH3:15])[C:13](=[O:16])[N:12]([CH3:17])[C:11](=[O:18])[CH:10]=1)=[O:7])([CH3:4])([CH3:3])[CH3:2].S(=O)(=O)(O)O.[F:24][C:25](I)([F:27])[F:26].OO, predict the reaction product. The product is: [C:1]([O:5][C:6]([NH:8][C:9]1[N:14]([CH3:15])[C:13](=[O:16])[N:12]([CH3:17])[C:11](=[O:18])[C:10]=1[C:25]([F:27])([F:26])[F:24])=[O:7])([CH3:4])([CH3:3])[CH3:2]. (5) Given the reactants [F:1][C:2]1[C:3]([F:12])=[CH:4][C:5]2[S:9][C:8]([NH2:10])=[N:7][C:6]=2[CH:11]=1.[F:13][C:14]1[CH:15]=[C:16]([CH:20]=[CH:21][C:22]=1[CH3:23])[C:17](Cl)=[O:18].Br[CH:25]([CH2:30][CH3:31])[C:26]([O:28]C)=[O:27].COC1C=CC2N=C(N)SC=2C=1.ClC1C=C(C=CC=1)C(Cl)=O.BrCC(OCC)=O, predict the reaction product. The product is: [F:1][C:2]1[C:3]([F:12])=[CH:4][C:5]2[S:9][C:8](=[N:10][C:17](=[O:18])[C:16]3[CH:20]=[CH:21][C:22]([CH3:23])=[C:14]([F:13])[CH:15]=3)[N:7]([CH:25]([CH2:30][CH3:31])[C:26]([OH:28])=[O:27])[C:6]=2[CH:11]=1. (6) Given the reactants [Br:1][C:2]1[N:7]=[C:6]([NH:8][C:9]([C@@H:11]2[CH2:15][C@@H:14]([F:16])[CH2:13][N:12]2C(OC(C)(C)C)=O)=[O:10])[CH:5]=[CH:4][CH:3]=1.O1CCOCC1.[ClH:30], predict the reaction product. The product is: [ClH:30].[Br:1][C:2]1[N:7]=[C:6]([NH:8][C:9]([C@@H:11]2[CH2:15][C@@H:14]([F:16])[CH2:13][NH:12]2)=[O:10])[CH:5]=[CH:4][CH:3]=1. (7) Given the reactants Cl[C:2]1[CH:11]=[CH:10][C:5]([C:6]([O:8][CH3:9])=[O:7])=[CH:4][C:3]=1[N+:12]([O-:14])=[O:13].C([O-])([O-])=O.[K+].[K+].[CH:21]1([NH2:27])[CH2:26][CH2:25][CH2:24][CH2:23][CH2:22]1, predict the reaction product. The product is: [CH:21]1([NH:27][C:2]2[CH:11]=[CH:10][C:5]([C:6]([O:8][CH3:9])=[O:7])=[CH:4][C:3]=2[N+:12]([O-:14])=[O:13])[CH2:26][CH2:25][CH2:24][CH2:23][CH2:22]1.